This data is from Full USPTO retrosynthesis dataset with 1.9M reactions from patents (1976-2016). The task is: Predict the reactants needed to synthesize the given product. (1) Given the product [N:1]1[N:2]([C:6]2[CH:12]=[CH:11][C:9]([OH:14])=[CH:8][CH:7]=2)[N:3]=[N:4][CH:5]=1, predict the reactants needed to synthesize it. The reactants are: [N:1]1[N:2]([C:6]2[CH:12]=[CH:11][C:9](N)=[CH:8][CH:7]=2)[N:3]=[N:4][CH:5]=1.S(=O)(=O)(O)[OH:14].N([O-])=O.[Na+]. (2) Given the product [C:1]([O:5][C:6]([NH:8][C@@H:9]1[C:23](=[O:24])[N:22]2[CH2:25][C@H:26]([O:28][C:29]3[CH:34]=[C:33]([C:35]4[CH:40]=[CH:39][CH:38]=[CH:37][N:36]=4)[N:32]=[C:31]4[CH:41]=[CH:42][S:43][C:30]=34)[CH2:27][C@H:21]2[C:20](=[O:44])[NH:19][C@:18]2([C:46]([OH:48])=[O:47])[CH2:45][C@H:17]2[CH:16]=[CH:15][CH2:14][CH2:13][CH2:12][CH2:11][CH2:10]1)=[O:7])([CH3:4])([CH3:2])[CH3:3], predict the reactants needed to synthesize it. The reactants are: [C:1]([O:5][C:6]([NH:8][CH:9]1[C:23](=[O:24])[N:22]2[CH2:25][C@H:26]([O:28][C:29]3[CH:34]=[C:33]([C:35]4[CH:40]=[CH:39][CH:38]=[CH:37][N:36]=4)[N:32]=[C:31]4[CH:41]=[CH:42][S:43][C:30]=34)[CH2:27][C@H:21]2[C:20](=[O:44])[NH:19][C@:18]2([C:46]([O:48]C)=[O:47])[CH2:45][C@H:17]2[CH:16]=[CH:15][CH2:14][CH2:13][CH2:12][CH2:11][CH2:10]1)=[O:7])([CH3:4])([CH3:3])[CH3:2].O1CCCC1.[OH-].[Li+]. (3) Given the product [N:17]1([CH2:13][C:12]2[CH:15]=[CH:16][C:9]([CH2:8][N:4]3[CH2:3][C@@H:2]([CH3:1])[O:6][C:5]3=[O:7])=[CH:10][CH:11]=2)[C:25]2[C:20](=[CH:21][CH:22]=[CH:23][CH:24]=2)[CH2:19][CH2:18]1, predict the reactants needed to synthesize it. The reactants are: [CH3:1][C@H:2]1[O:6][C:5](=[O:7])[N:4]([CH2:8][C:9]2[CH:16]=[CH:15][C:12]([CH:13]=O)=[CH:11][CH:10]=2)[CH2:3]1.[NH:17]1[C:25]2[C:20](=[CH:21][CH:22]=[CH:23][CH:24]=2)[CH2:19][CH2:18]1.C(O[BH-](OC(=O)C)OC(=O)C)(=O)C.[Na+].